Task: Predict which catalyst facilitates the given reaction.. Dataset: Catalyst prediction with 721,799 reactions and 888 catalyst types from USPTO (1) The catalyst class is: 13. Product: [F:31][C:32]([F:48])([F:49])[C:33]1[CH:47]=[CH:46][C:36]([CH2:37][O:38][C:39]([N:25]2[CH2:26][CH2:27][CH2:28][CH:23]([C:21]3[CH:20]=[CH:19][C:18]([CH3:29])=[C:17]([O:16][CH2:15][C:14]([O:13][CH2:11][CH3:12])=[O:30])[CH:22]=3)[CH2:24]2)=[O:40])=[CH:35][CH:34]=1. Reactant: C(O)(=O)[C@@H]([C@H](C(O)=O)O)O.[CH2:11]([O:13][C:14](=[O:30])[CH2:15][O:16][C:17]1[CH:22]=[C:21]([CH:23]2[CH2:28][CH2:27][CH2:26][NH:25][CH2:24]2)[CH:20]=[CH:19][C:18]=1[CH3:29])[CH3:12].[F:31][C:32]([F:49])([F:48])[C:33]1[CH:47]=[CH:46][C:36]([CH2:37][O:38][C:39](N2C=CN=C2)=[O:40])=[CH:35][CH:34]=1. (2) Reactant: [Br:1][C:2]1[C:3]([O:15][CH3:16])=[C:4]2[C:9](=[CH:10][CH:11]=1)[CH:8]([C:12]([OH:14])=O)[O:7][CH2:6][CH2:5]2.C1N=CN(C(N2C=NC=C2)=O)C=1.[CH3:29][O:30][NH:31]C. Product: [Br:1][C:2]1[C:3]([O:15][CH3:16])=[C:4]2[C:9](=[CH:10][CH:11]=1)[CH:8]([C:12]([NH:31][O:30][CH3:29])=[O:14])[O:7][CH2:6][CH2:5]2. The catalyst class is: 2. (3) Reactant: [NH2:1][C@H:2]1[C@@H:6]([NH2:7])[CH2:5][N:4]([C:8]([O:10][C:11]([CH3:14])([CH3:13])[CH3:12])=[O:9])[CH2:3]1.C(N(CC)CC)C.[C:22](Cl)(Cl)=[O:23]. Product: [O:23]=[C:22]1[NH:1][CH:2]2[CH2:3][N:4]([C:8]([O:10][C:11]([CH3:14])([CH3:13])[CH3:12])=[O:9])[CH2:5][CH:6]2[NH:7]1. The catalyst class is: 4. (4) The catalyst class is: 102. Reactant: Cl[C:2]1[N:7]=[CH:6][C:5]2[C:8]([N:15]3[CH2:18][CH:17]([C:19]([OH:22])([CH3:21])[CH3:20])[CH2:16]3)=[N:9][N:10]([CH:11]([CH2:13][CH3:14])[CH3:12])[C:4]=2[CH:3]=1.[CH:23]1([S:26]([N:29]2[CH:33]=[C:32]([C:34]3[N:39]=[C:38]([NH2:40])[CH:37]=[CH:36][N:35]=3)[CH:31]=[N:30]2)(=[O:28])=[O:27])[CH2:25][CH2:24]1.C(=O)([O-])[O-].[Cs+].[Cs+].C1(P(C2CCCCC2)C2C=CC=CC=2C2C(C(C)C)=CC(C(C)C)=CC=2C(C)C)CCCCC1. Product: [CH:11]([N:10]1[C:4]2[CH:3]=[C:2]([NH:40][C:38]3[CH:37]=[CH:36][N:35]=[C:34]([C:32]4[CH:31]=[N:30][N:29]([S:26]([CH:23]5[CH2:25][CH2:24]5)(=[O:28])=[O:27])[CH:33]=4)[N:39]=3)[N:7]=[CH:6][C:5]=2[C:8]([N:15]2[CH2:18][CH:17]([C:19]([OH:22])([CH3:21])[CH3:20])[CH2:16]2)=[N:9]1)([CH2:13][CH3:14])[CH3:12]. (5) Reactant: [CH2:1]([OH:66])[C@H:2]1[O:7][C@@H:6]2[O:8][C@H:9]3[C@H:14]([OH:15])[C@@H:13]([OH:16])[C@@H:12]([O:17][C@H:18]4[C@H:23]([OH:24])[C@@H:22]([OH:25])[C@@H:21]([O:26][C@H:27]5[C@H:32]([OH:33])[C@@H:31]([OH:34])[C@@H:30]([O:35][C@H:36]6[C@H:41]([OH:42])[C@@H:40]([OH:43])[C@@H:39]([O:44][C@H:45]7[C@H:51]([OH:52])[C@@H:50]([OH:53])[C@@H:48]([O:49][C@H:3]1[C@H:4]([OH:65])[C@H:5]2[OH:64])[O:47][C@@H:46]7[CH2:54][OH:55])[O:38][C@@H:37]6[CH2:56][OH:57])[O:29][C@@H:28]5[CH2:58][OH:59])[O:20][C@@H:19]4[CH2:60][OH:61])[O:11][C@@H:10]3[CH2:62][OH:63]. The catalyst class is: 6. Product: [CH2:56]([OH:57])[C@H:37]1[O:38][C@@H:39]2[O:44][C@H:45]3[C@H:51]([OH:52])[C@@H:50]([OH:53])[C@@H:48]([O:49][C@H:3]4[C@H:4]([OH:65])[C@@H:5]([OH:64])[C@@H:6]([O:8][C@H:9]5[C@H:14]([OH:15])[C@@H:13]([OH:16])[C@@H:12]([O:17][C@H:18]6[C@H:23]([OH:24])[C@@H:22]([OH:25])[C@@H:21]([O:26][C@H:27]7[C@H:32]([OH:33])[C@@H:31]([OH:34])[C@@H:30]([O:35][C@H:36]1[C@H:41]([OH:42])[C@H:40]2[OH:43])[O:29][C@@H:28]7[CH2:58][OH:59])[O:20][C@@H:19]6[CH2:60][OH:61])[O:11][C@@H:10]5[CH2:62][OH:63])[O:7][C@@H:2]4[CH2:1][OH:66])[O:47][C@@H:46]3[CH2:54][OH:55].[OH2:7]. (6) The catalyst class is: 1. Product: [CH2:7]=[CH:6][CH2:5][CH2:4][CH2:3][CH2:2][CH:13]([OH:12])[CH2:7][CH2:6][CH2:5][CH2:4][CH:3]=[CH2:2]. Reactant: Br[CH2:2][CH2:3][CH2:4][CH2:5][CH:6]=[CH2:7].II.C([O:12][CH3:13])=O.Cl. (7) Reactant: C(OC([N:11]1[CH2:18][C@@H:17]2[C@@:13]([NH:20][C:21]([O:23][C:24]([CH3:27])([CH3:26])[CH3:25])=[O:22])([CH2:14][CH2:15][C@@H:16]2[F:19])[CH2:12]1)=O)C1C=CC=CC=1.[H][H]. Product: [C:24]([O:23][C:21]([NH:20][C@@:13]12[CH2:14][CH2:15][C@H:16]([F:19])[C@@H:17]1[CH2:18][NH:11][CH2:12]2)=[O:22])([CH3:27])([CH3:25])[CH3:26]. The catalyst class is: 129. (8) Reactant: [OH-].[Li+].O1CCCC1.C[O:9][C:10](=[O:38])[CH2:11][N:12]1[C:20]2[C:15](=[CH:16][C:17]([F:21])=[CH:18][CH:19]=2)[C:14]([CH2:22][C:23]2[S:27][CH:26]=[N:25][C:24]=2[S:28]([C:31]2[CH:36]=[CH:35][CH:34]=[CH:33][CH:32]=2)(=[O:30])=[O:29])=[C:13]1[CH3:37]. Product: [C:31]1([S:28]([C:24]2[N:25]=[CH:26][S:27][C:23]=2[CH2:22][C:14]2[C:15]3[C:20](=[CH:19][CH:18]=[C:17]([F:21])[CH:16]=3)[N:12]([CH2:11][C:10]([OH:38])=[O:9])[C:13]=2[CH3:37])(=[O:29])=[O:30])[CH:36]=[CH:35][CH:34]=[CH:33][CH:32]=1. The catalyst class is: 6. (9) Reactant: [NH:1]1[C:9]2[C:4](=[CH:5][CH:6]=[CH:7][CH:8]=2)[CH:3]=[CH:2]1.[C:10]([O:14][CH3:15])(=[O:13])[CH2:11][SH:12].II.[I-].[K+]. Product: [NH:1]1[C:9]2[C:4](=[CH:5][CH:6]=[CH:7][CH:8]=2)[C:3]([S:12][CH2:11][C:10]([O:14][CH3:15])=[O:13])=[CH:2]1. The catalyst class is: 24. (10) Reactant: [CH2:1]([C:3]1[CH:4]=[N:5][C:6]([N:9]2[CH2:14][CH2:13][CH:12]([CH2:15][O:16][CH:17]3[CH2:20][N:19](C(OC(C)(C)C)=O)[CH2:18]3)[CH2:11][CH2:10]2)=[N:7][CH:8]=1)[CH3:2].[ClH:28]. Product: [ClH:28].[NH:19]1[CH2:18][CH:17]([O:16][CH2:15][CH:12]2[CH2:13][CH2:14][N:9]([C:6]3[N:5]=[CH:4][C:3]([CH2:1][CH3:2])=[CH:8][N:7]=3)[CH2:10][CH2:11]2)[CH2:20]1. The catalyst class is: 4.